Dataset: CYP2C19 inhibition data for predicting drug metabolism from PubChem BioAssay. Task: Regression/Classification. Given a drug SMILES string, predict its absorption, distribution, metabolism, or excretion properties. Task type varies by dataset: regression for continuous measurements (e.g., permeability, clearance, half-life) or binary classification for categorical outcomes (e.g., BBB penetration, CYP inhibition). Dataset: cyp2c19_veith. (1) The molecule is CCOC(=O)CSc1nnc(CSc2nc3sc4c(c3c(=O)[nH]2)CCCC4)n1-c1ccccc1. The result is 1 (inhibitor). (2) The drug is CC(=O)OC[C@H]1O[C@@H](O/N=C(\C)CCN2CCCCc3nc(C)c(C)cc32)[C@H](OC(C)=O)[C@@H](OC(C)=O)[C@H]1OC(C)=O. The result is 0 (non-inhibitor). (3) The drug is Cn1c(CC(=O)Nc2ccc(Cl)c(Cl)c2)nnc1SCC(=O)N1CCN(c2ccccc2)CC1. The result is 1 (inhibitor). (4) The molecule is O=C(c1ccco1)N1CCC[C@@]2(CCN(c3ccncc3)C2)C1. The result is 0 (non-inhibitor). (5) The compound is C[C@@](N)(Cc1c[nH]c2ccccc12)C(=O)O. The result is 0 (non-inhibitor).